This data is from Experimentally validated miRNA-target interactions with 360,000+ pairs, plus equal number of negative samples. The task is: Binary Classification. Given a miRNA mature sequence and a target amino acid sequence, predict their likelihood of interaction. (1) The miRNA is hsa-miR-6798-3p with sequence CUACCCCCCAUCCCCCUGUAG. Result: 0 (no interaction). The protein sequence of the target gene is MVNLLQIVRDHWVHVLVPMGFVIGCYLDRKSDERLTAFRNKSMLFKRELQPSEEVTWK. (2) The miRNA is cel-miR-248 with sequence AUACACGUGCACGGAUAACGCUCA. The protein sequence of the target gene is MSNNTTIPSKTATDICLTDRQMSLSVSSTEGVLIGTIIPILVLFGISGNILNLTVLLAPNLRTRSNQLLACLAVADIVSLVVILPHSMAHYETFETALWFRKFYGKYKFQIIAMTNWSIATATWLVFVICLERLIIIKYPLSVRKQAKFFTPRNVVTIIVVTTFILTSYNHVSHACAEKLFCNGTQYHVACLGIDSERWFRNEPNPNSEFMKSVVRVAPQVNAIFVVLIPVVLVIIFNVMLILTLRQRTKLFEPSKTIRGDSQFTQLQSKTEHKVTITVTAIVTCFTITQSPSAFVTFLS.... Result: 1 (interaction).